This data is from Forward reaction prediction with 1.9M reactions from USPTO patents (1976-2016). The task is: Predict the product of the given reaction. The product is: [F:1][C:2]([F:17])([CH:8]([O:11][C:12](=[O:16])[C:13]([CH3:15])=[CH2:14])[CH2:9][CH3:10])[C:3]([O:5][CH3:6])=[O:4]. Given the reactants [F:1][C:2]([F:17])([CH:8]([O:11][C:12](=[O:16])[C:13]([CH3:15])=[CH2:14])[CH2:9][CH3:10])[C:3]([O:5][CH2:6]C)=[O:4], predict the reaction product.